This data is from Full USPTO retrosynthesis dataset with 1.9M reactions from patents (1976-2016). The task is: Predict the reactants needed to synthesize the given product. (1) Given the product [CH2:1]([O:8][C:9]([N:11]1[CH2:12][C:13](=[O:15])[CH:19]([C:20]([O:27][CH2:28][CH3:29])=[O:33])[CH2:18]1)=[O:10])[C:2]1[CH:3]=[CH:4][CH:5]=[CH:6][CH:7]=1, predict the reactants needed to synthesize it. The reactants are: [CH2:1]([O:8][C:9]([N:11]([CH2:18][CH2:19][CH2:20]CC(OCC)=O)[CH2:12][C:13]([O:15]CC)=O)=[O:10])[C:2]1[CH:7]=[CH:6][CH:5]=[CH:4][CH:3]=1.[O-:27][CH2:28][CH3:29].[Na+].C([OH:33])C. (2) Given the product [F:1][C:2]1[CH:11]=[C:10]2[C:5]([C:6]([C:29]([NH2:34])=[O:31])=[N:7][C:8]([C:12]3[CH:17]=[CH:16][CH:15]=[C:14]([C:18]#[C:19][C@:20]([OH:28])([C:22]4[O:23][C:24]([CH3:27])=[CH:25][N:26]=4)[CH3:21])[CH:13]=3)=[N:9]2)=[CH:4][CH:3]=1, predict the reactants needed to synthesize it. The reactants are: [F:1][C:2]1[CH:11]=[C:10]2[C:5]([C:6]([C:29]([O:31]CC)=O)=[N:7][C:8]([C:12]3[CH:17]=[CH:16][CH:15]=[C:14]([C:18]#[C:19][C@:20]([OH:28])([C:22]4[O:23][C:24]([CH3:27])=[CH:25][N:26]=4)[CH3:21])[CH:13]=3)=[N:9]2)=[CH:4][CH:3]=1.[NH3:34]. (3) Given the product [Si:51]([O:54][C:55]1[CH:60]=[CH:59][C:58]([N:74]2[CH2:73][CH:72]([O:71][CH2:70][CH2:69][O:68][CH:63]3[CH2:64][CH2:65][CH2:66][CH2:67][O:62]3)[CH2:75]2)=[CH:57][CH:56]=1)([C:47]([CH3:50])([CH3:49])[CH3:48])([CH3:53])[CH3:52], predict the reactants needed to synthesize it. The reactants are: C1(P(C2C=CC=CC=2)C2C=CC3C(=CC=CC=3)C=2C2C3C(=CC=CC=3)C=CC=2P(C2C=CC=CC=2)C2C=CC=CC=2)C=CC=CC=1.[C:47]([Si:51]([O:54][C:55]1[CH:60]=[CH:59][C:58](I)=[CH:57][CH:56]=1)([CH3:53])[CH3:52])([CH3:50])([CH3:49])[CH3:48].[O:62]1[CH2:67][CH2:66][CH2:65][CH2:64][CH:63]1[O:68][CH2:69][CH2:70][O:71][CH:72]1[CH2:75][NH:74][CH2:73]1.CC(C)([O-])C.[Na+]. (4) Given the product [C:3]([O:6][C@H:7]([CH3:29])[CH2:8][CH2:9][CH2:10][CH2:11][N:12]1[C:21](=[O:22])[C:20]2[N:19]([CH2:23][O:24][CH2:25][CH3:26])[C:18]([NH:2][CH3:1])=[N:17][C:16]=2[N:15]([CH3:28])[C:13]1=[O:14])(=[O:5])[CH3:4], predict the reactants needed to synthesize it. The reactants are: [CH3:1][NH2:2].[C:3]([O:6][C@H:7]([CH3:29])[CH2:8][CH2:9][CH2:10][CH2:11][N:12]1[C:21](=[O:22])[C:20]2[N:19]([CH2:23][O:24][CH2:25][CH3:26])[C:18](Br)=[N:17][C:16]=2[N:15]([CH3:28])[C:13]1=[O:14])(=[O:5])[CH3:4].O.